Task: Predict the reactants needed to synthesize the given product.. Dataset: Full USPTO retrosynthesis dataset with 1.9M reactions from patents (1976-2016) (1) Given the product [C:33]([O:37][C:38]([NH:40][CH2:41][C:42]1[CH:47]=[C:46]([C:2]2[CH:20]=[C:19]([CH:21]([NH:26][S:27]([C:29]([CH3:31])([CH3:30])[CH3:32])=[O:28])[C:22]([F:23])([F:25])[F:24])[CH:18]=[C:4]([CH2:5][O:6][C:7]3[CH:12]=[CH:11][CH:10]=[CH:9][C:8]=3[CH2:13][C:14]([O:16][CH3:17])=[O:15])[CH:3]=2)[CH:45]=[CH:44][CH:43]=1)=[O:39])([CH3:36])([CH3:34])[CH3:35], predict the reactants needed to synthesize it. The reactants are: Cl[C:2]1[CH:3]=[C:4]([CH:18]=[C:19]([CH:21]([NH:26][S:27]([C:29]([CH3:32])([CH3:31])[CH3:30])=[O:28])[C:22]([F:25])([F:24])[F:23])[CH:20]=1)[CH2:5][O:6][C:7]1[CH:12]=[CH:11][CH:10]=[CH:9][C:8]=1[CH2:13][C:14]([O:16][CH3:17])=[O:15].[C:33]([O:37][C:38]([NH:40][CH2:41][C:42]1[CH:43]=[C:44](B(O)O)[CH:45]=[CH:46][CH:47]=1)=[O:39])([CH3:36])([CH3:35])[CH3:34].CC(C1C=C(C(C)C)C(C2C=CC=CC=2P(C2CCCCC2)C2CCCCC2)=C(C(C)C)C=1)C.[F-].[Cs+]. (2) The reactants are: [S:1]1[CH:5]=[CH:4][N:3]=[CH:2]1.C([Li])CCC.[C:11]([C:13]1[CH:18]=[CH:17][C:16]([NH:19][C:20]2[C:31]([F:32])=[C:30]([F:33])[CH:29]=[CH:28][C:21]=2[C:22](N(OC)C)=[O:23])=[C:15]([F:34])[CH:14]=1)#[CH:12]. Given the product [C:11]([C:13]1[CH:18]=[CH:17][C:16]([NH:19][C:20]2[C:31]([F:32])=[C:30]([F:33])[CH:29]=[CH:28][C:21]=2[C:22]([C:2]2[S:1][CH:5]=[CH:4][N:3]=2)=[O:23])=[C:15]([F:34])[CH:14]=1)#[CH:12], predict the reactants needed to synthesize it.